This data is from Reaction yield outcomes from USPTO patents with 853,638 reactions. The task is: Predict the reaction yield, written as a fraction of the theoretical maximum amount of product (1.0 means a 100% yield; for example, 0.34 means a 34% yield). The catalyst is C(OCC)C.CC(O)=O.CC(O)=O.CC(O)=O.CC(O)=O.[Rh].[Rh]. The product is [CH2:1]([O:3][CH:4]1[CH2:5][CH:8]1[C:9]([O:11][CH2:12][CH3:13])=[O:10])[CH3:2]. The reactants are [CH2:1]([O:3][CH:4]=[CH2:5])[CH3:2].[N+](=[CH:8][C:9]([O:11][CH2:12][CH3:13])=[O:10])=[N-]. The yield is 0.128.